This data is from Full USPTO retrosynthesis dataset with 1.9M reactions from patents (1976-2016). The task is: Predict the reactants needed to synthesize the given product. Given the product [F:51][C:50]([F:52])([F:53])[C:49]([C:45]1[CH:46]=[CH:47][CH:48]=[C:43]([B:33]2[O:34][C:35]([CH3:40])([CH3:41])[C:36]([CH3:38])([CH3:39])[O:37]2)[CH:44]=1)=[O:54], predict the reactants needed to synthesize it. The reactants are: C1(P(C2CCCCC2)C2CCCCC2)CCCCC1.C([O-])(=O)C.[B:33]1([B:33]2[O:37][C:36]([CH3:39])([CH3:38])[C:35]([CH3:41])([CH3:40])[O:34]2)[O:37][C:36]([CH3:39])([CH3:38])[C:35]([CH3:41])([CH3:40])[O:34]1.Br[C:43]1[CH:44]=[C:45]([C:49](=[O:54])[C:50]([F:53])([F:52])[F:51])[CH:46]=[CH:47][CH:48]=1.